This data is from Full USPTO retrosynthesis dataset with 1.9M reactions from patents (1976-2016). The task is: Predict the reactants needed to synthesize the given product. (1) Given the product [F:24][C:21]([F:22])([F:23])[C:18]1[CH:19]=[CH:20][N:16]([C:13]2[N:14]=[CH:15][C:10]([C:5]3[CH:6]=[CH:7][CH:8]=[CH:9][C:4]=3[NH2:1])=[N:11][CH:12]=2)[N:17]=1, predict the reactants needed to synthesize it. The reactants are: [N+:1]([C:4]1[CH:9]=[CH:8][CH:7]=[CH:6][C:5]=1[C:10]1[CH:15]=[N:14][C:13]([N:16]2[CH:20]=[CH:19][C:18]([C:21]([F:24])([F:23])[F:22])=[N:17]2)=[CH:12][N:11]=1)([O-])=O. (2) Given the product [Br:16][CH2:7][C:6]1[N:5]([CH3:8])[N:4]([CH:9]2[CH2:10][CH2:11][CH2:12][CH2:13][CH2:14]2)[C:3](=[O:15])[C:2]=1[Cl:1], predict the reactants needed to synthesize it. The reactants are: [Cl:1][C:2]1[C:3](=[O:15])[N:4]([CH:9]2[CH2:14][CH2:13][CH2:12][CH2:11][CH2:10]2)[N:5]([CH3:8])[C:6]=1[CH3:7].[Br:16]N1C(=O)CCC1=O. (3) Given the product [Cl:1][C:2]1[CH:3]=[C:4]([C:8]#[C:9][C@@:10]2([OH:27])[CH2:15][CH2:14][CH2:13][C@@H:12]([NH:16][C:17]3[CH:18]=[C:19]4[C:24](=[CH:25][CH:26]=3)[N:23]=[CH:22][CH:21]=[N:20]4)[CH2:11]2)[CH:5]=[CH:6][CH:7]=1, predict the reactants needed to synthesize it. The reactants are: [Cl:1][C:2]1[CH:3]=[C:4]([C:8]#[C:9][C@@:10]2([O:27]CC3C=CC(OC)=CC=3)[CH2:15][CH2:14][CH2:13][C@@H:12]([NH:16][C:17]3[CH:18]=[C:19]4[C:24](=[CH:25][CH:26]=3)[N:23]=[CH:22][CH:21]=[N:20]4)[CH2:11]2)[CH:5]=[CH:6][CH:7]=1.Cl. (4) Given the product [CH3:13][O:1][C:2]1[C:9]([N+:10]([O-:12])=[O:11])=[CH:8][CH:7]=[CH:6][C:3]=1[CH:4]=[O:5], predict the reactants needed to synthesize it. The reactants are: [OH:1][C:2]1[C:9]([N+:10]([O-:12])=[O:11])=[CH:8][CH:7]=[CH:6][C:3]=1[CH:4]=[O:5].[C:13](=O)([O-])[O-].[K+].[K+].IC. (5) The reactants are: [CH:1]1([C:4]([NH:10][C:11]([C:13]2[CH:18]=[C:17]([O:19][CH2:20][C:21]([F:24])([F:23])[F:22])[C:16]([CH:25]3[CH2:27][CH2:26]3)=[CH:15][N:14]=2)=[O:12])([CH3:9])[CH2:5][C:6]([OH:8])=O)[CH2:3][CH2:2]1.[Cl-].[NH4+:29]. Given the product [NH2:29][C:6](=[O:8])[CH2:5][C:4]([NH:10][C:11]([C:13]1[CH:18]=[C:17]([O:19][CH2:20][C:21]([F:22])([F:23])[F:24])[C:16]([CH:25]2[CH2:26][CH2:27]2)=[CH:15][N:14]=1)=[O:12])([CH:1]1[CH2:2][CH2:3]1)[CH3:9], predict the reactants needed to synthesize it. (6) Given the product [C:1]([O:9][CH2:10][C@@H:11]1[C@@H:15]([F:16])[C:14](=[O:17])[C@@H:13]([O:18][CH3:19])[O:12]1)(=[O:8])[C:2]1[CH:3]=[CH:4][CH:5]=[CH:6][CH:7]=1, predict the reactants needed to synthesize it. The reactants are: [C:1]([O:9][CH2:10][CH:11]1[C@@H:15]([F:16])[C@@H:14]([OH:17])[C@@H:13]([O:18][CH3:19])[O:12]1)(=[O:8])[C:2]1[CH:7]=[CH:6][CH:5]=[CH:4][CH:3]=1.I(C1C=CC=CC=1C(O)=O)(=O)=O. (7) Given the product [OH:1][C:2]1[CH:7]=[CH:6][C:5]([C:8]([C:10]2[CH:15]=[CH:14][C:13]([OH:16])=[CH:12][CH:11]=2)=[C:17]([C:22]2[CH:27]=[CH:26][C:25]([O:28][CH2:29][CH2:30][CH2:31][C:32]([O:34][CH2:35][CH3:36])=[O:33])=[CH:24][CH:23]=2)[CH2:18][CH2:19][CH3:20])=[CH:4][CH:3]=1, predict the reactants needed to synthesize it. The reactants are: [OH:1][C:2]1[CH:7]=[CH:6][C:5]([C:8]([C:10]2[CH:15]=[CH:14][C:13]([OH:16])=[CH:12][CH:11]=2)=O)=[CH:4][CH:3]=1.[C:17]([C:22]1[CH:27]=[CH:26][C:25]([O:28][CH2:29][CH2:30][CH2:31][C:32]([O:34][CH2:35][CH3:36])=[O:33])=[CH:24][CH:23]=1)(=O)[CH2:18][CH2:19][CH3:20]. (8) The reactants are: [NH2:1][C:2]1[CH:31]=[CH:30][C:5]([CH2:6][C:7]2[NH:15][C:14]3[C:13](=[O:16])[N:12]([CH2:17][C:18]4[CH:23]=[CH:22][CH:21]=[CH:20][C:19]=4[F:24])[C:11](=[O:25])[N:10]([CH2:26][CH2:27][CH2:28][CH3:29])[C:9]=3[N:8]=2)=[CH:4][CH:3]=1.[Cl:32][C:33]1[N:38]=[CH:37][C:36]([S:39](Cl)(=[O:41])=[O:40])=[CH:35][CH:34]=1. Given the product [CH2:26]([N:10]1[C:9]2[N:8]=[C:7]([CH2:6][C:5]3[CH:4]=[CH:3][C:2]([NH:1][S:39]([C:36]4[CH:37]=[N:38][C:33]([Cl:32])=[CH:34][CH:35]=4)(=[O:41])=[O:40])=[CH:31][CH:30]=3)[NH:15][C:14]=2[C:13](=[O:16])[N:12]([CH2:17][C:18]2[CH:23]=[CH:22][CH:21]=[CH:20][C:19]=2[F:24])[C:11]1=[O:25])[CH2:27][CH2:28][CH3:29], predict the reactants needed to synthesize it. (9) Given the product [Cl:60][C:37]1[CH:32]=[CH:33][CH:34]=[CH:35][C:36]=1[NH:38][C:47](=[O:26])[NH:44][C:45]1[CH:46]=[CH:56][C:55]([CH2:54][C:6]([N:8]2[CH2:12][CH2:11][CH2:10][C@H:9]2[CH2:13][O:14][CH:15]2[CH2:16][CH2:17][CH:18]([C:21]([O:23][CH3:24])=[O:22])[CH2:19][CH2:20]2)=[O:7])=[CH:62][C:63]=1[O:64][CH3:65], predict the reactants needed to synthesize it. The reactants are: C(O[C:6]([N:8]1[CH2:12][CH2:11][CH2:10][CH:9]1[CH2:13][O:14][CH:15]1[CH2:20][CH2:19][CH:18]([C:21]([O:23][CH3:24])=[O:22])[CH2:17][CH2:16]1)=[O:7])(C)(C)C.C(O)(C(F)(F)F)=[O:26].[CH:32]1[CH:33]=[CH:34][C:35]2N(O)N=[N:38][C:36]=2[CH:37]=1.C([N:44]([CH2:47]C)[CH2:45][CH3:46])C.CCN=C=N[CH2:54][CH2:55][CH2:56]N(C)C.[ClH:60].C1[CH2:65][O:64][CH2:63][CH2:62]1. (10) Given the product [CH3:1][C:2]1[CH:7]=[CH:6][C:5]([S:8]([O:11][CH2:12][CH:13]2[CH2:17][C:16]3[CH:18]=[C:19]([CH:23]4[CH2:27][CH2:26][CH2:25][CH2:24]4)[CH:20]=[C:21]([C:29]4[CH:34]=[CH:33][CH:32]=[CH:31][CH:30]=4)[C:15]=3[O:14]2)(=[O:10])=[O:9])=[CH:4][CH:3]=1, predict the reactants needed to synthesize it. The reactants are: [CH3:1][C:2]1[CH:7]=[CH:6][C:5]([S:8]([O:11][CH2:12][CH:13]2[CH2:17][C:16]3[CH:18]=[C:19]([CH:23]4[CH2:27][CH2:26][CH2:25][CH2:24]4)[CH:20]=[C:21](Br)[C:15]=3[O:14]2)(=[O:10])=[O:9])=[CH:4][CH:3]=1.C[C:29]1[CH:34]=[CH:33][CH:32]=[CH:31][C:30]=1B(O)O.C(C1C=CC=CC=1B1OC(C)(C)C(C)(C)O1)(C)C.